From a dataset of Forward reaction prediction with 1.9M reactions from USPTO patents (1976-2016). Predict the product of the given reaction. Given the reactants [Cl:1][C:2]1[N:7]=[C:6](Cl)[CH:5]=[CH:4][N:3]=1.Cl.[CH3:10][C:11]1[CH:19]=[C:18]2[C:14]([CH:15]=[N:16][NH:17]2)=[CH:13][C:12]=1[NH2:20], predict the reaction product. The product is: [Cl:1][C:2]1[N:7]=[C:6]([NH:20][C:12]2[CH:13]=[C:14]3[C:18](=[CH:19][C:11]=2[CH3:10])[NH:17][N:16]=[CH:15]3)[CH:5]=[CH:4][N:3]=1.